The task is: Predict the reaction yield, written as a fraction of the theoretical maximum amount of product (1.0 means a 100% yield; for example, 0.34 means a 34% yield).. This data is from Reaction yield outcomes from USPTO patents with 853,638 reactions. (1) The reactants are [NH2:1][C:2]1[C:7](=[O:8])[N:6]([CH3:9])[CH:5]=[C:4]([C:10]2[C:11]([CH2:30][OH:31])=[C:12]([N:16]3[CH2:25][CH2:24][C:23]4[C:18](=[CH:19][CH:20]=[C:21]([N:26]([CH3:28])[CH3:27])[CH:22]=4)[C:17]3=[O:29])[CH:13]=[CH:14][CH:15]=2)[CH:3]=1.O=C1CCC(=O)N1[O:39][C:40](=O)[CH2:41][C:42]#[N:43]. The catalyst is O1CCOCC1.C(O)C.C(OC(=O)C)C. The product is [C:42]([CH2:41][C:40]([NH:1][C:2]1[C:7](=[O:8])[N:6]([CH3:9])[CH:5]=[C:4]([C:10]2[CH:15]=[CH:14][CH:13]=[C:12]([N:16]3[CH2:25][CH2:24][C:23]4[C:18](=[CH:19][CH:20]=[C:21]([N:26]([CH3:27])[CH3:28])[CH:22]=4)[C:17]3=[O:29])[C:11]=2[CH2:30][OH:31])[CH:3]=1)=[O:39])#[N:43]. The yield is 0.260. (2) The yield is 0.710. The reactants are [NH2:1][C:2]1[N:3]=[C:4]2[CH:9]=[CH:8][C:7]([O:10][C:11]3[CH:12]=[C:13]([NH:17][C:18](=[O:29])[C:19]4[CH:24]=[CH:23][CH:22]=[C:21]([C:25]([F:28])([F:27])[F:26])[CH:20]=4)[CH:14]=[CH:15][CH:16]=3)=[N:6][N:5]2[CH:30]=1.[Cl:31][CH2:32][C:33](Cl)=[O:34].C(N(CC)CC)C.[Cl-].[NH4+]. The product is [Cl:31][CH2:32][C:33]([NH:1][C:2]1[N:3]=[C:4]2[CH:9]=[CH:8][C:7]([O:10][C:11]3[CH:12]=[C:13]([NH:17][C:18](=[O:29])[C:19]4[CH:24]=[CH:23][CH:22]=[C:21]([C:25]([F:28])([F:27])[F:26])[CH:20]=4)[CH:14]=[CH:15][CH:16]=3)=[N:6][N:5]2[CH:30]=1)=[O:34]. The catalyst is O1CCCC1. (3) The reactants are [NH2:1][C:2]1[C:3]2[N:4]([C:8]([C@@H:27]3[CH2:31][CH2:30][CH2:29][NH:28]3)=[N:9][C:10]=2[C:11]2[CH:25]=[CH:24][C:14]([C:15]([NH:17][C:18]3[CH:23]=[CH:22][CH:21]=[CH:20][N:19]=3)=[O:16])=[C:13]([F:26])[CH:12]=2)[CH:5]=[CH:6][N:7]=1.[C:32](Cl)(=[O:35])[CH:33]=[CH2:34]. No catalyst specified. The product is [C:32]([N:28]1[CH2:29][CH2:30][CH2:31][C@H:27]1[C:8]1[N:4]2[CH:5]=[CH:6][N:7]=[C:2]([NH2:1])[C:3]2=[C:10]([C:11]2[CH:25]=[CH:24][C:14]([C:15]([NH:17][C:18]3[CH:23]=[CH:22][CH:21]=[CH:20][N:19]=3)=[O:16])=[C:13]([F:26])[CH:12]=2)[N:9]=1)(=[O:35])[CH:33]=[CH2:34]. The yield is 0.384.